Dataset: Experimentally validated miRNA-target interactions with 360,000+ pairs, plus equal number of negative samples. Task: Binary Classification. Given a miRNA mature sequence and a target amino acid sequence, predict their likelihood of interaction. (1) The miRNA is hsa-miR-3658 with sequence UUUAAGAAAACACCAUGGAGAU. The protein sequence of the target gene is MFRCGGLAGAFKQKLVPLVRTVYVQRPKQRNRLPGNLFQQWRVPLELQMARQMASSGSSGGKMDNSVLVLIVGLSTIGAGAYAYKTIKEDQKRYNERVMGLGLSPEEKQRRAIASATEGGSVPQIRAPSHVPFLLIGGGTAAFAAARSIRARDPGARVLIVSEDPELPYMRPPLSKELWFSDDPNVTKTLQFRQWNGKERSIYFQPPSFYVSAQDLPNIENGGVAVLTGKKVVHLDVRGNMVKLNDGSQITFEKCLIATGGTPRSLSAIDRAGAEVKSRTTLFRKIGDFRALEKISREVK.... Result: 0 (no interaction). (2) The miRNA is hsa-miR-1245b-3p with sequence UCAGAUGAUCUAAAGGCCUAUA. The protein sequence of the target gene is MEVLAEPRWPPGLAVMKTIDDLLRCGICFEYFNIAVIIPQCSHNYCSLCIRKFLSYKTQCPTCCVAVTEPDLRNNRLLDELVKSMNFARTHLLQFALESPPISPVSSTSKKVVVKVHNADAAQHPVKQANRLMDKFLIRETGDCVFELLGKENERKFSPQKELSTSAEIKETSLLGKPVLGLSDANGPVTPSTSTMKLDTKVSCPVCGVSIPENHINKHLDSCLSREEKKESLRSSAHKRKPLPKTVYNLLSDRDLKKKLKQYGLSVQGNKQQLIKRHQEFVHMYNAQCDALHPKSAAEI.... Result: 0 (no interaction). (3) The miRNA is hsa-miR-4676-5p with sequence GAGCCAGUGGUGAGACAGUGA. The protein sequence of the target gene is MAAGGAVAAAPECRLLPYALHKWSSFSSTYLPENILVDKPNDQSSRWSSESNYPPQYLILKLERPAIVQNITFGKYEKTHVCNLKKFKVFGGMNEENMTELLSSGLKNDYNKETFTLKHKIDEQMFPCRFIKIVPLLSWGPSFNFSIWYVELSGIDDPDIVQPCLNWYSKYREQEAIRLCLKHFRQHNYTEAFESLQKKTKIALEHPMLTDIHDKLVLKGDFDACEELIEKAVNDGLFNQYISQQEYKPRWSQIIPKSTKGDGEDNRPGMRGGHQMVIDVQTETVYLFGGWDGTQDLADF.... Result: 1 (interaction). (4) The miRNA is hsa-miR-4475 with sequence CAAGGGACCAAGCAUUCAUUAU. The protein sequence of the target gene is MQSLSLGQTSISKGLNYLTIMAPGNLWHMRNNFLFGSRCWMTRFSAENIFKSVSFRLFGVKCHNTDSEPLKNEDLLKNLLTMGVDIDMARKRQPGVFHRMITNEQDLKMFLLSKGASKEVIASIISRYPRAITRTPENLSKRWDLWRKIVTSDLEIVNILERSPESFFRSNNNLNLENNIKFLYSVGLTRKCLCRLLTNAPRTFSNSLDLNKQMVEFLQAAGLSLGHNDPADFVRKIIFKNPFILIQSTKRVKANIEFLRSTFNLNSEELLVLICGPGAEILDLSNDYARRSYANIKEKL.... Result: 0 (no interaction).